This data is from Reaction yield outcomes from USPTO patents with 853,638 reactions. The task is: Predict the reaction yield, written as a fraction of the theoretical maximum amount of product (1.0 means a 100% yield; for example, 0.34 means a 34% yield). (1) The product is [CH:1]#[C:2][CH2:3][NH:4][C@H:5]1[C:9]2[CH:10]=[CH:11][CH:12]=[CH:13][C:8]=2[CH2:7][CH2:6]1.[S:20]([C:14]1[CH:19]=[CH:18][CH:17]=[CH:16][CH:15]=1)([O-:23])(=[O:22])=[O:21]. The yield is 0.995. The catalyst is C1(C)C=CC=CC=1. The reactants are [CH:1]#[C:2][CH2:3][NH:4][C@H:5]1[C:9]2[CH:10]=[CH:11][CH:12]=[CH:13][C:8]=2[CH2:7][CH2:6]1.[C:14]1([S:20]([OH:23])(=[O:22])=[O:21])[CH:19]=[CH:18][CH:17]=[CH:16][CH:15]=1. (2) The reactants are C(OC([NH:8][C:9]1[CH:14]=[CH:13][N:12]=[CH:11][C:10]=1/[CH:15]=[CH:16]/[C:17]1[C:25]2[C:20](=[CH:21][CH:22]=[CH:23][CH:24]=2)[NH:19][N:18]=1)=O)(C)(C)C.FC(F)(F)C(O)=O.[OH-].[Na+]. No catalyst specified. The product is [NH2:8][C:9]1[CH:14]=[CH:13][N:12]=[CH:11][C:10]=1/[CH:15]=[CH:16]/[C:17]1[C:25]2[C:20](=[CH:21][CH:22]=[CH:23][CH:24]=2)[NH:19][N:18]=1. The yield is 0.980.